Dataset: Full USPTO retrosynthesis dataset with 1.9M reactions from patents (1976-2016). Task: Predict the reactants needed to synthesize the given product. (1) Given the product [CH3:24][O:25][CH2:26][C:27](=[C:17]1[CH2:16][CH2:15][N:14]([C:18]([O:20][CH2:21][CH:22]=[CH2:23])=[O:19])[C:13]1=[O:12])[NH:31][C:32]1[CH:37]=[CH:36][CH:35]=[CH:34][CH:33]=1, predict the reactants needed to synthesize it. The reactants are: C([Li])CCC.CCCCCC.[O:12]=[C:13]1[CH2:17][CH2:16][CH2:15][N:14]1[C:18]([O:20][CH2:21][CH:22]=[CH2:23])=[O:19].[CH3:24][O:25][CH2:26][C:27](Cl)=O.Cl.[NH2:31][C:32]1[CH:37]=[CH:36][CH:35]=[CH:34][CH:33]=1.O.C1(C)C=CC(S(O)(=O)=O)=CC=1.C(O)(=O)CC(CC(O)=O)(C(O)=O)O. (2) Given the product [O:13]([CH2:12][CH2:11][N:3]1[CH:7]=[C:6]([CH:8]=[O:9])[CH:5]=[N:4]1)[C:14]1[CH:19]=[CH:18][CH:17]=[CH:16][CH:15]=1, predict the reactants needed to synthesize it. The reactants are: [H-].[Na+].[NH:3]1[CH:7]=[C:6]([CH:8]=[O:9])[CH:5]=[N:4]1.Br[CH2:11][CH2:12][O:13][C:14]1[CH:19]=[CH:18][CH:17]=[CH:16][CH:15]=1.